This data is from Kir2.1 potassium channel HTS with 301,493 compounds. The task is: Binary Classification. Given a drug SMILES string, predict its activity (active/inactive) in a high-throughput screening assay against a specified biological target. (1) The result is 0 (inactive). The drug is Fc1cc(NC(=O)CN(C(=O)CCC2CCCCC2)C)ccc1. (2) The molecule is S(c1n(C2CCCCC2)c(nn1)CNC(=O)c1ccc(OC)cc1)C. The result is 0 (inactive). (3) The compound is O=C1NCCC\C1=N\Nc1ccc(cc1)C. The result is 0 (inactive). (4) The molecule is S(CC(=O)c1c(n(c(c1)C)CC=C)C)c1sc(NCc2ccccc2)nn1. The result is 0 (inactive). (5) The molecule is S1CCn2c1nc(c2C#N)c1ccccc1. The result is 0 (inactive). (6) The result is 0 (inactive). The drug is O(c1cc2c(cc1)cccc2)CC(=O)NNC(=O)c1ccc([N+]([O-])=O)cc1.